Predict the reactants needed to synthesize the given product. From a dataset of Full USPTO retrosynthesis dataset with 1.9M reactions from patents (1976-2016). Given the product [Br:1][C:2]1[N:7]2[CH:8]=[CH:9][N:10]=[C:6]2[C:5]([NH:35][C:32]2[CH:31]=[CH:30][C:29]([O:28][CH2:27][CH:24]3[CH2:25][CH2:26][N:21]([CH3:20])[CH2:22][CH2:23]3)=[CH:34][CH:33]=2)=[N:4][CH:3]=1, predict the reactants needed to synthesize it. The reactants are: [Br:1][C:2]1[N:7]2[CH:8]=[CH:9][N:10]=[C:6]2[C:5](Br)=[N:4][CH:3]=1.N12CCN(CC1)CC2.[CH3:20][N:21]1[CH2:26][CH2:25][CH:24]([CH2:27][O:28][C:29]2[CH:34]=[CH:33][C:32]([NH2:35])=[CH:31][CH:30]=2)[CH2:23][CH2:22]1.